This data is from Forward reaction prediction with 1.9M reactions from USPTO patents (1976-2016). The task is: Predict the product of the given reaction. (1) Given the reactants [CH2:1]([O:3][C:4]([C:6]1[O:14][C:9]2[N:10]=N[CH:12]=[CH:13][C:8]=2[C:7]=1[OH:15])=[O:5])[CH3:2].COC(=O)C1C=C[C:22]([Cl:25])=NC=1Cl, predict the reaction product. The product is: [CH2:1]([O:3][C:4]([C:6]1[O:14][C:9]2=[N:10][C:22]([Cl:25])=[CH:12][CH:13]=[C:8]2[C:7]=1[OH:15])=[O:5])[CH3:2]. (2) The product is: [C:24]([O:23][C:21]([N:28]1[CH:32]=[C:31]([C:2]2[CH:3]=[C:4]3[C:9](=[CH:10][CH:11]=2)[N:8]=[C:7]([NH:12][CH2:13][C:14]2[CH:19]=[CH:18][CH:17]=[C:16]([Cl:20])[CH:15]=2)[CH:6]=[N:5]3)[CH:30]=[N:29]1)=[O:22])([CH3:27])([CH3:25])[CH3:26]. Given the reactants Br[C:2]1[CH:3]=[C:4]2[C:9](=[CH:10][CH:11]=1)[N:8]=[C:7]([NH:12][CH2:13][C:14]1[CH:19]=[CH:18][CH:17]=[C:16]([Cl:20])[CH:15]=1)[CH:6]=[N:5]2.[C:21]([N:28]1[CH:32]=[C:31](B2OC(C)(C)C(C)(C)O2)[CH:30]=[N:29]1)([O:23][C:24]([CH3:27])([CH3:26])[CH3:25])=[O:22].C(=O)([O-])[O-].[Cs+].[Cs+].[I-].[K+], predict the reaction product. (3) Given the reactants [NH2:1][C:2]1[C:6]([C:7]([C:9]2[S:10][CH:11]=[CH:12][CH:13]=2)=[O:8])=[CH:5][NH:4][N:3]=1.CN(C)[CH:16]=[CH:17][C:18]([C:20]1[CH:25]=[CH:24][CH:23]=[C:22]([O:26][CH2:27][CH2:28][O:29][CH3:30])[CH:21]=1)=O, predict the reaction product. The product is: [CH3:30][O:29][CH2:28][CH2:27][O:26][C:22]1[CH:21]=[C:20]([C:18]2[N:3]3[N:4]=[CH:5][C:6]([C:7]([C:9]4[S:10][CH:11]=[CH:12][CH:13]=4)=[O:8])=[C:2]3[N:1]=[CH:16][CH:17]=2)[CH:25]=[CH:24][CH:23]=1. (4) Given the reactants C[O:2][C:3]([C:5]1[CH:10]=[CH:9][C:8](=[O:11])[N:7]([CH3:12])[C:6]=1[NH:13][C:14]1[CH:19]=[CH:18][C:17]([Br:20])=[CH:16][C:15]=1[F:21])=[O:4].BrC1C=CC(N)=C(F)C=1.C[Si]([N-][Si](C)(C)C)(C)C.[Li+].COC(C1C=CC(=O)N(C)C=1Cl)=O, predict the reaction product. The product is: [Br:20][C:17]1[CH:18]=[CH:19][C:14]([NH:13][C:6]2[N:7]([CH3:12])[C:8](=[O:11])[CH:9]=[CH:10][C:5]=2[C:3]([OH:4])=[O:2])=[C:15]([F:21])[CH:16]=1. (5) Given the reactants Br[C:2]1[CH:7]=[CH:6][C:5]([NH:8][C:9]2[CH:14]=[CH:13][N:12]=[C:11]([N:15]3[CH2:23][C:22]4[C:17](=[CH:18][CH:19]=[C:20]([O:24][CH3:25])[CH:21]=4)[CH2:16]3)[N:10]=2)=[CH:4][CH:3]=1.CC1(C)C(C)(C)OB([C:34]2[CH:35]=[N:36][N:37]([CH2:39][O:40][CH2:41][CH2:42][Si:43]([CH3:46])([CH3:45])[CH3:44])[CH:38]=2)O1.C([O-])([O-])=O.[K+].[K+], predict the reaction product. The product is: [CH3:25][O:24][C:20]1[CH:21]=[C:22]2[C:17](=[CH:18][CH:19]=1)[CH2:16][N:15]([C:11]1[N:10]=[C:9]([NH:8][C:5]3[CH:6]=[CH:7][C:2]([C:34]4[CH:35]=[N:36][N:37]([CH2:39][O:40][CH2:41][CH2:42][Si:43]([CH3:46])([CH3:45])[CH3:44])[CH:38]=4)=[CH:3][CH:4]=3)[CH:14]=[CH:13][N:12]=1)[CH2:23]2.